This data is from Full USPTO retrosynthesis dataset with 1.9M reactions from patents (1976-2016). The task is: Predict the reactants needed to synthesize the given product. (1) Given the product [NH2:23][C:21]1[N:20]=[CH:19][N:18]=[C:17]2[N:16]([CH:24]3[CH2:32][CH2:31][C:27]4([CH2:30][N:29]([C:40](=[O:43])[CH:41]=[CH2:42])[CH2:28]4)[CH2:26][CH2:25]3)[N:15]=[C:14]([C:11]3[CH:10]=[CH:9][C:8]([O:1][C:2]4[CH:3]=[CH:4][CH:5]=[CH:6][CH:7]=4)=[CH:13][CH:12]=3)[C:22]=12, predict the reactants needed to synthesize it. The reactants are: [O:1]([C:8]1[CH:13]=[CH:12][C:11]([C:14]2[C:22]3[C:17](=[N:18][CH:19]=[N:20][C:21]=3[NH2:23])[N:16]([CH:24]3[CH2:32][CH2:31][C:27]4([CH2:30][NH:29][CH2:28]4)[CH2:26][CH2:25]3)[N:15]=2)=[CH:10][CH:9]=1)[C:2]1[CH:7]=[CH:6][CH:5]=[CH:4][CH:3]=1.C(N(CC)CC)C.[C:40](Cl)(=[O:43])[CH:41]=[CH2:42]. (2) Given the product [Cl:25][C:20]1[CH:19]=[C:18]([CH:11]2[C:10]3[C:15](=[CH:16][C:7]([C:35]4[CH:36]=[CH:37][C:32]([S:29]([CH3:28])(=[O:31])=[O:30])=[CH:33][CH:34]=4)=[CH:8][CH:9]=3)[CH2:14][N:13]([CH3:17])[CH2:12]2)[CH:23]=[CH:22][C:21]=1[Cl:24], predict the reactants needed to synthesize it. The reactants are: FC(F)(F)S(O[C:7]1[CH:16]=[C:15]2[C:10]([CH:11]([C:18]3[CH:23]=[CH:22][C:21]([Cl:24])=[C:20]([Cl:25])[CH:19]=3)[CH2:12][N:13]([CH3:17])[CH2:14]2)=[CH:9][CH:8]=1)(=O)=O.[CH3:28][S:29]([C:32]1[CH:37]=[CH:36][C:35](B(O)O)=[CH:34][CH:33]=1)(=[O:31])=[O:30].[Br-].[K+].[OH-].[K+].